The task is: Predict the product of the given reaction.. This data is from Forward reaction prediction with 1.9M reactions from USPTO patents (1976-2016). (1) Given the reactants [CH3:1][C:2]1[NH:3][C:4]2[C:9]([C:10]=1[CH2:11][C:12]([OH:14])=O)=[CH:8][CH:7]=[CH:6][CH:5]=2.C1N=CN(C(N2C=NC=C2)=O)C=1.[NH2:27][C:28]1[S:29][C:30]([N+:33]([O-:35])=[O:34])=[CH:31][N:32]=1, predict the reaction product. The product is: [CH3:1][C:2]1[NH:3][C:4]2[C:9]([C:10]=1[CH2:11][C:12]([NH:27][C:28]1[S:29][C:30]([N+:33]([O-:35])=[O:34])=[CH:31][N:32]=1)=[O:14])=[CH:8][CH:7]=[CH:6][CH:5]=2. (2) Given the reactants C([O-])(O)=O.[Na+].[CH3:6][O:7][C:8]1[CH:9]=[C:10]([NH:16][C:17]([NH2:19])=[NH:18])[CH:11]=[CH:12][C:13]=1[O:14][CH3:15].[Cl:20][C:21]1[CH:22]=[CH:23][C:24]2[C:30](=O)[C:29](=[CH:32]N(C)C)[CH2:28][C:27](=[O:36])[N:26]([CH2:37][CH2:38][CH2:39][N:40]3[C:48](=[O:49])[C:47]4[C:42](=[CH:43][CH:44]=[CH:45][CH:46]=4)[C:41]3=[O:50])[C:25]=2[CH:51]=1, predict the reaction product. The product is: [Cl:20][C:21]1[CH:22]=[CH:23][C:24]2[C:30]3[N:18]=[C:17]([NH:16][C:10]4[CH:11]=[CH:12][C:13]([O:14][CH3:15])=[C:8]([O:7][CH3:6])[CH:9]=4)[N:19]=[CH:32][C:29]=3[CH2:28][C:27](=[O:36])[N:26]([CH2:37][CH2:38][CH2:39][N:40]3[C:41](=[O:50])[C:42]4[C:47](=[CH:46][CH:45]=[CH:44][CH:43]=4)[C:48]3=[O:49])[C:25]=2[CH:51]=1. (3) The product is: [Br:24][C:19]1[CH:18]=[C:17]([N:16]2[C:15](=[O:25])[O:14][N:13]=[C:12]2[C:8]2[C:7]([NH:6][CH2:5][CH2:4][CH2:3][NH:2][S:26]([NH2:29])(=[O:28])=[O:27])=[N:11][O:10][N:9]=2)[CH:22]=[CH:21][C:20]=1[F:23]. Given the reactants I.[NH2:2][CH2:3][CH2:4][CH2:5][NH:6][C:7]1[C:8]([C:12]2[N:16]([C:17]3[CH:22]=[CH:21][C:20]([F:23])=[C:19]([Br:24])[CH:18]=3)[C:15](=[O:25])[O:14][N:13]=2)=[N:9][O:10][N:11]=1.[S:26](N)([NH2:29])(=[O:28])=[O:27], predict the reaction product. (4) Given the reactants [N:1]1[C:5]2[CH:6]=[CH:7][CH:8]=[CH:9][C:4]=2[NH:3][C:2]=1[CH2:10][C:11]#[N:12].[C:13]1(=[O:35])[N:17]([CH2:18][CH2:19][CH2:20][CH:21]([C:27]([CH3:29])=O)[C:22](OCC)=[O:23])[C:16](=[O:30])[C:15]2=[CH:31][CH:32]=[CH:33][CH:34]=[C:14]12.C([O-])(=O)C.[NH4+], predict the reaction product. The product is: [CH3:29][C:27]1[C:10]([C:11]#[N:12])=[C:2]2[N:3]([C:22](=[O:23])[C:21]=1[CH2:20][CH2:19][CH2:18][N:17]1[C:16](=[O:30])[C:15]3=[CH:31][CH:32]=[CH:33][CH:34]=[C:14]3[C:13]1=[O:35])[C:4]1[CH:9]=[CH:8][CH:7]=[CH:6][C:5]=1[NH:1]2.